This data is from Full USPTO retrosynthesis dataset with 1.9M reactions from patents (1976-2016). The task is: Predict the reactants needed to synthesize the given product. (1) Given the product [Cl:17][C:9]1[CH:8]=[C:7]([C:5]2[S:4][N:3]=[C:2]([C:27]3[C:20]([CH2:18][CH3:19])=[C:21]([CH:24]=[CH:25][CH:26]=3)[CH:22]=[O:23])[N:6]=2)[CH:12]=[CH:11][C:10]=1[O:13][CH:14]([CH3:16])[CH3:15], predict the reactants needed to synthesize it. The reactants are: Br[C:2]1[N:6]=[C:5]([C:7]2[CH:12]=[CH:11][C:10]([O:13][CH:14]([CH3:16])[CH3:15])=[C:9]([Cl:17])[CH:8]=2)[S:4][N:3]=1.[CH2:18]([C:20]1[C:27](B2OC(C)(C)C(C)(C)O2)=[CH:26][CH:25]=[CH:24][C:21]=1[CH:22]=[O:23])[CH3:19].P([O-])([O-])([O-])=O.[K+].[K+].[K+]. (2) The reactants are: [Si:1]([O:8][C@H:9]1[CH2:18][C:17]([CH3:20])([CH3:19])[CH2:16][C:15]2[N:14]=[C:13]([CH:21]([CH3:23])[CH3:22])[C:12]([CH:24]=[O:25])=[C:11]([C:26]3[CH2:31][CH2:30][C:29]([F:33])([F:32])[CH2:28][CH:27]=3)[C:10]1=2)([C:4]([CH3:7])([CH3:6])[CH3:5])([CH3:3])[CH3:2].Br[C:35]1[CH:40]=[CH:39][C:38]([C:41]([F:44])([F:43])[F:42])=[CH:37][N:36]=1. Given the product [Si:1]([O:8][C@H:9]1[CH2:18][C:17]([CH3:19])([CH3:20])[CH2:16][C:15]2[N:14]=[C:13]([CH:21]([CH3:23])[CH3:22])[C:12]([C@@H:24]([C:35]3[CH:40]=[CH:39][C:38]([C:41]([F:44])([F:43])[F:42])=[CH:37][N:36]=3)[OH:25])=[C:11]([C:26]3[CH2:31][CH2:30][C:29]([F:33])([F:32])[CH2:28][CH:27]=3)[C:10]1=2)([C:4]([CH3:5])([CH3:6])[CH3:7])([CH3:3])[CH3:2], predict the reactants needed to synthesize it. (3) Given the product [F:1][C:2]1[CH:7]=[CH:6][C:5]([CH2:8][CH2:9][CH2:10][O:11][CH2:12][CH2:13][CH2:14][N:15]2[CH2:16][CH2:17][CH2:18][CH2:19]2)=[CH:4][CH:3]=1, predict the reactants needed to synthesize it. The reactants are: [F:1][C:2]1[CH:7]=[CH:6][C:5](/[CH:8]=[CH:9]/[CH2:10][O:11][CH2:12][CH2:13][CH2:14][N:15]2[CH2:19][CH2:18][CH2:17][CH2:16]2)=[CH:4][CH:3]=1.